This data is from Catalyst prediction with 721,799 reactions and 888 catalyst types from USPTO. The task is: Predict which catalyst facilitates the given reaction. (1) Reactant: [Cu](C#N)C#N.[C:6]([Mg]Cl)([CH3:9])([CH3:8])[CH3:7].[Br:12][C:13]1[CH:14]=[CH:15][C:16](I)=[N:17][CH:18]=1. Product: [Br:12][C:13]1[CH:14]=[CH:15][C:16]([C:6]([CH3:9])([CH3:8])[CH3:7])=[N:17][CH:18]=1. The catalyst class is: 7. (2) Reactant: [NH2:1][C@@H:2]1[CH2:6][CH2:5][N:4]([C:7](OC(C)(C)C)=O)[CH2:3]1.C([N:16](CC)CC)C.[Br:21][C:22]1[CH:27]=[CH:26][C:25]([Br:28])=[CH:24][C:23]=1[S:29](Cl)(=[O:31])=[O:30].CCN(C(C)C)C(C)C.BrC#N. Product: [Br:21][C:22]1[CH:27]=[CH:26][C:25]([Br:28])=[CH:24][C:23]=1[S:29]([NH:1][C@@H:2]1[CH2:6][CH2:5][N:4]([C:7]#[N:16])[CH2:3]1)(=[O:31])=[O:30]. The catalyst class is: 18. (3) Reactant: [CH3:1][O:2][C:3]([NH:5][CH:6]([CH3:46])[CH2:7][O:8][C@@H:9]([C:39]1[CH:44]=[CH:43][CH:42]=[C:41]([Cl:45])[CH:40]=1)[C@@H:10]1[CH2:15][CH2:14][CH2:13][N:12]([C:16]([NH:18][C@@H:19]([CH2:32][CH:33]2[CH2:38][CH2:37][CH2:36][CH2:35][CH2:34]2)[CH2:20][N:21](C)[C:22](=O)OCC[Si](C)(C)C)=[O:17])[CH2:11]1)=[O:4].[C:47]([OH:53])([C:49]([F:52])([F:51])[F:50])=[O:48]. Product: [C:47]([OH:53])([C:49]([F:52])([F:51])[F:50])=[O:48].[Cl:45][C:41]1[CH:40]=[C:39]([C@@H:9]([C@@H:10]2[CH2:15][CH2:14][CH2:13][N:12]([C:16](=[O:17])[NH:18][C@H:19]([CH2:20][NH:21][CH3:22])[CH2:32][CH:33]3[CH2:34][CH2:35][CH2:36][CH2:37][CH2:38]3)[CH2:11]2)[O:8][CH2:7][CH:6]([NH:5][C:3](=[O:4])[O:2][CH3:1])[CH3:46])[CH:44]=[CH:43][CH:42]=1. The catalyst class is: 2. (4) Reactant: Cl.[NH2:2][C@H:3]([CH2:37][O:38]CC1C=CC=CC=1)[CH2:4][O:5][C:6]1[C:10]([CH3:11])=[C:9]([NH:12][C:13]([NH:15][CH2:16][C:17]2[CH:22]=[C:21]([CH2:23][O:24][CH3:25])[CH:20]=[CH:19][C:18]=2[O:26][C:27]([F:30])([F:29])[F:28])=[O:14])[N:8]([C:31]2[CH:36]=[CH:35][CH:34]=[CH:33][CH:32]=2)[N:7]=1. Product: [NH2:2][C@H:3]([CH2:37][OH:38])[CH2:4][O:5][C:6]1[C:10]([CH3:11])=[C:9]([NH:12][C:13]([NH:15][CH2:16][C:17]2[CH:22]=[C:21]([CH2:23][O:24][CH3:25])[CH:20]=[CH:19][C:18]=2[O:26][C:27]([F:29])([F:30])[F:28])=[O:14])[N:8]([C:31]2[CH:32]=[CH:33][CH:34]=[CH:35][CH:36]=2)[N:7]=1. The catalyst class is: 43. (5) Reactant: [CH2:1]1[C:6]2[NH:7][C:8]3[C:13]([C:14](=[O:15])[C:5]=2[CH2:4][C:3]2[NH:16][C:17]4[C:22]([C:23](=[O:24])[C:2]1=2)=[CH:21][CH:20]=[CH:19][CH:18]=4)=[CH:12][CH:11]=[CH:10][CH:9]=3.[OH-].[Na+].C1C(S(O)(=O)=O)=CC2C(C3C=C(S(O)(=O)=O)C=CC=3C(=O)C=2C=1)=O.OO. Product: [CH:20]1[CH:21]=[C:22]2[C:23]([C:2]3[C:3]([NH:16][C:17]2=[CH:18][CH:19]=1)=[CH:4][C:5]1[C:14]([C:13]2[C:8]([NH:7][C:6]=1[CH:1]=3)=[CH:9][CH:10]=[CH:11][CH:12]=2)=[O:15])=[O:24]. The catalyst class is: 72. (6) Reactant: [C:1]([O:5][C:6]([N:8]1[CH2:12][C@H:11]([F:13])[CH2:10][C@H:9]1[C:14]([OH:16])=O)=[O:7])([CH3:4])([CH3:3])[CH3:2].CCN(C(C)C)C(C)C.CN(C(ON1N=NC2C=CC=NC1=2)=[N+](C)C)C.F[P-](F)(F)(F)(F)F.[Cl:50][C:51]1[C:52]([CH2:67][NH2:68])=[CH:53][C:54]([C:57]2[CH:58]=[N:59][C:60]([C:63]([F:66])([F:65])[F:64])=[N:61][CH:62]=2)=[N:55][CH:56]=1. The catalyst class is: 39. Product: [Cl:50][C:51]1[C:52]([CH2:67][NH:68][C:14]([C@@H:9]2[CH2:10][C@@H:11]([F:13])[CH2:12][N:8]2[C:6]([O:5][C:1]([CH3:2])([CH3:3])[CH3:4])=[O:7])=[O:16])=[CH:53][C:54]([C:57]2[CH:62]=[N:61][C:60]([C:63]([F:65])([F:66])[F:64])=[N:59][CH:58]=2)=[N:55][CH:56]=1. (7) Reactant: [C:1]([O:5][C:6]([N:8]1[CH2:13][CH2:12][C:11](=O)[CH2:10][CH2:9]1)=[O:7])([CH3:4])([CH3:3])[CH3:2].[CH2:15]([NH2:18])[CH:16]=[CH2:17].C(O)(=O)C.C(O[BH-](OC(=O)C)OC(=O)C)(=O)C.[Na+]. Product: [C:1]([O:5][C:6]([N:8]1[CH2:13][CH2:12][CH:11]([NH:18][CH2:15][CH:16]=[CH2:17])[CH2:10][CH2:9]1)=[O:7])([CH3:4])([CH3:3])[CH3:2]. The catalyst class is: 26. (8) Reactant: Cl[CH2:2][C:3]([N:5]1[CH2:10][CH2:9][N:8]([S:11]([C:14]2[CH:23]=[CH:22][C:21]3[C:16](=[CH:17][CH:18]=[CH:19][CH:20]=3)[CH:15]=2)(=[O:13])=[O:12])[CH2:7][CH2:6]1)=[O:4].[F:24][C:25]([F:38])([F:37])[C:26]1[CH:31]=[CH:30][C:29]([CH2:32][CH2:33]C(O)=O)=[CH:28][CH:27]=1.CCN(C(C)C)C(C)C.CN(C(ON1N=NC2C=CC=NC1=2)=[N+](C)C)C.F[P-](F)(F)(F)(F)F. Product: [CH:15]1[C:16]2[C:21](=[CH:20][CH:19]=[CH:18][CH:17]=2)[CH:22]=[CH:23][C:14]=1[S:11]([N:8]1[CH2:9][CH2:10][N:5]([C:3]([CH:2]2[CH2:33][CH:32]2[C:29]2[CH:28]=[CH:27][C:26]([C:25]([F:24])([F:37])[F:38])=[CH:31][CH:30]=2)=[O:4])[CH2:6][CH2:7]1)(=[O:13])=[O:12]. The catalyst class is: 2. (9) Reactant: O=C1N(P(Cl)(N2CCOC2=O)=O)CCO1.C(N(CC)CC)C.[F:23][CH2:24][C:25]([NH2:28])([CH3:27])[CH3:26].[Cl:29][C:30]1[CH:35]=[CH:34][CH:33]=[CH:32][C:31]=1[C:36]1([CH3:61])[C:44]2[C:39](=[CH:40][CH:41]=[C:42]([O:45][CH2:46][CH3:47])[CH:43]=2)[N:38]([S:48]([C:51]2[CH:59]=[CH:58][C:54]([C:55](O)=[O:56])=[CH:53][CH:52]=2)(=[O:50])=[O:49])[C:37]1=[O:60]. Product: [F:23][CH2:24][C:25]([NH:28][C:55](=[O:56])[C:54]1[CH:58]=[CH:59][C:51]([S:48]([N:38]2[C:39]3[C:44](=[CH:43][C:42]([O:45][CH2:46][CH3:47])=[CH:41][CH:40]=3)[C:36]([C:31]3[CH:32]=[CH:33][CH:34]=[CH:35][C:30]=3[Cl:29])([CH3:61])[C:37]2=[O:60])(=[O:50])=[O:49])=[CH:52][CH:53]=1)([CH3:27])[CH3:26]. The catalyst class is: 46.